Dataset: Forward reaction prediction with 1.9M reactions from USPTO patents (1976-2016). Task: Predict the product of the given reaction. (1) The product is: [NH2:30][CH2:29][C:9]1([NH:8][C:4]2[CH:5]=[CH:6][CH:7]=[C:2]([F:1])[CH:3]=2)[CH2:10][CH2:11][N:12]([CH2:15][C:16]2[CH:17]=[C:18]([C:22]3[CH:27]=[CH:26][CH:25]=[CH:24][C:23]=3[CH3:28])[CH:19]=[CH:20][CH:21]=2)[CH2:13][CH2:14]1. Given the reactants [F:1][C:2]1[CH:3]=[C:4]([NH:8][C:9]2([C:29]#[N:30])[CH2:14][CH2:13][N:12]([CH2:15][C:16]3[CH:17]=[C:18]([C:22]4[CH:27]=[CH:26][CH:25]=[CH:24][C:23]=4[CH3:28])[CH:19]=[CH:20][CH:21]=3)[CH2:11][CH2:10]2)[CH:5]=[CH:6][CH:7]=1, predict the reaction product. (2) The product is: [Cl:10][C:11]1[CH:12]=[C:13]([C:17]([N:62]2[CH2:61][CH2:60][N:59]([C:42](=[O:41])[CH2:43][NH:44][C:45]([C:47]3[CH:52]=[CH:51][C:50]([C:53]4[CH:58]=[CH:57][CH:56]=[CH:55][CH:54]=4)=[CH:49][CH:48]=3)=[O:46])[CH2:64][CH2:63]2)=[O:19])[CH:14]=[CH:15][N:16]=1. Given the reactants CCN(C(C)C)C(C)C.[Cl:10][C:11]1[N:16]=[CH:15][CH:14]=[C:13]([C:17]([OH:19])=O)[CH:12]=1.C1C=CC2N(O)N=NC=2C=1.CCN=C=NCCCN(C)C.[O:41]=[C:42]([N:59]1[CH2:64][CH2:63][NH:62][CH2:61][CH2:60]1)[CH2:43][NH:44][C:45]([C:47]1[CH:52]=[CH:51][C:50]([C:53]2[CH:58]=[CH:57][CH:56]=[CH:55][CH:54]=2)=[CH:49][CH:48]=1)=[O:46], predict the reaction product.